This data is from NCI-60 drug combinations with 297,098 pairs across 59 cell lines. The task is: Regression. Given two drug SMILES strings and cell line genomic features, predict the synergy score measuring deviation from expected non-interaction effect. (1) Drug 1: C1=CC(=CC=C1CC(C(=O)O)N)N(CCCl)CCCl.Cl. Drug 2: C1=CC=C(C=C1)NC(=O)CCCCCCC(=O)NO. Cell line: UACC-257. Synergy scores: CSS=9.35, Synergy_ZIP=-6.03, Synergy_Bliss=-1.99, Synergy_Loewe=-16.4, Synergy_HSA=-4.69. (2) Drug 1: CN1CCC(CC1)COC2=C(C=C3C(=C2)N=CN=C3NC4=C(C=C(C=C4)Br)F)OC. Drug 2: C1=CC(=C2C(=C1NCCNCCO)C(=O)C3=C(C=CC(=C3C2=O)O)O)NCCNCCO. Cell line: NCI-H226. Synergy scores: CSS=43.0, Synergy_ZIP=1.02, Synergy_Bliss=2.32, Synergy_Loewe=-10.9, Synergy_HSA=4.88.